From a dataset of Reaction yield outcomes from USPTO patents with 853,638 reactions. Predict the reaction yield, written as a fraction of the theoretical maximum amount of product (1.0 means a 100% yield; for example, 0.34 means a 34% yield). The reactants are [CH:1]1([C:4]2[NH:5][C:6]([C:19]3[CH:24]=[CH:23][C:22]([F:25])=[CH:21][C:20]=3[F:26])=[C:7]([C:9]3[N:14]=[C:13](N)[C:12]([N+:16]([O-:18])=[O:17])=[CH:11][CH:10]=3)[N:8]=2)[CH2:3][CH2:2]1.[OH:27]S(O)(=O)=O.N([O-])=O.[Na+].OP([O-])(O)=O.[Na+].[OH-].[Na+]. The catalyst is CS(C)=O.O. The product is [CH:1]1([C:4]2[NH:5][C:6]([C:19]3[CH:24]=[CH:23][C:22]([F:25])=[CH:21][C:20]=3[F:26])=[C:7]([C:9]3[N:14]=[C:13]([OH:27])[C:12]([N+:16]([O-:18])=[O:17])=[CH:11][CH:10]=3)[N:8]=2)[CH2:3][CH2:2]1. The yield is 0.820.